Predict the reactants needed to synthesize the given product. From a dataset of Full USPTO retrosynthesis dataset with 1.9M reactions from patents (1976-2016). The reactants are: [CH3:1][C:2]1[CH:7]=[CH:6][C:5]([N+:8]([O-])=O)=[CH:4][C:3]=1[C:11]1[CH:15]=[CH:14][O:13][CH:12]=1. Given the product [CH3:1][C:2]1[CH:7]=[CH:6][C:5]([NH2:8])=[CH:4][C:3]=1[CH:11]1[CH2:15][CH2:14][O:13][CH2:12]1, predict the reactants needed to synthesize it.